Dataset: Full USPTO retrosynthesis dataset with 1.9M reactions from patents (1976-2016). Task: Predict the reactants needed to synthesize the given product. (1) The reactants are: [C:1]([Si:5]([CH3:22])([CH3:21])[O:6][CH2:7][CH2:8]OC1C(OC)=CC(I)=CC=1C=O)(C)(C)C.C([Si](C)(C)OCCOC1C=CC(I)=CC=1C=O)(C)(C)C.C[Si](N[Si](C)(C)C)(C)C.C([Li])CCC.C[Si](Cl)(C)C.[CH2:62]([N:64](CC)CC)C.C(Cl)(=O)C. Given the product [CH3:1][Si:5]([CH3:22])([CH3:21])[O:6][C:7](=[CH2:8])[N:64]=[CH2:62], predict the reactants needed to synthesize it. (2) The reactants are: Cl.[F:2][C:3]1[CH:4]=[CH:5][C:6]([O:26][CH2:27][CH2:28][N:29]2[CH2:34][CH2:33][O:32][CH2:31][CH2:30]2)=[C:7]([C@H:9]2[CH2:13][CH2:12][CH2:11][N:10]2[C:14]2[CH:19]=[CH:18][N:17]3[N:20]=[CH:21][C:22]([C:23]([OH:25])=O)=[C:16]3[N:15]=2)[CH:8]=1.[CH:35]1([NH2:38])[CH2:37][CH2:36]1. Given the product [CH:35]1([NH:38][C:23]([C:22]2[CH:21]=[N:20][N:17]3[CH:18]=[CH:19][C:14]([N:10]4[CH2:11][CH2:12][CH2:13][C@@H:9]4[C:7]4[CH:8]=[C:3]([F:2])[CH:4]=[CH:5][C:6]=4[O:26][CH2:27][CH2:28][N:29]4[CH2:34][CH2:33][O:32][CH2:31][CH2:30]4)=[N:15][C:16]=23)=[O:25])[CH2:37][CH2:36]1, predict the reactants needed to synthesize it.